This data is from Full USPTO retrosynthesis dataset with 1.9M reactions from patents (1976-2016). The task is: Predict the reactants needed to synthesize the given product. (1) Given the product [C:22]([C:19]1[O:18][C:17]([S:14]([N:5]2[C:6]([C:7]3[C:8]([F:13])=[N:9][CH:10]=[CH:11][CH:12]=3)=[C:2]([F:1])[C:3]([CH2:25][N:26]([CH3:34])[C:27](=[O:33])[O:28][C:29]([CH3:31])([CH3:30])[CH3:32])=[CH:4]2)(=[O:15])=[O:16])=[CH:21][CH:20]=1)(=[O:24])[CH3:23], predict the reactants needed to synthesize it. The reactants are: [F:1][C:2]1[C:3]([CH2:25][N:26]([CH3:34])[C:27](=[O:33])[O:28][C:29]([CH3:32])([CH3:31])[CH3:30])=[CH:4][N:5]([S:14]([C:17]2[O:18][C:19]([CH:22]([OH:24])[CH3:23])=[CH:20][CH:21]=2)(=[O:16])=[O:15])[C:6]=1[C:7]1[C:8]([F:13])=[N:9][CH:10]=[CH:11][CH:12]=1.C(N(CC)CC)C.Cl. (2) Given the product [C:1]([O:5][C:6]([N:8]1[CH2:13][CH:12]=[C:11]([C:42]2[CH:41]=[CH:40][C:39]([NH:38][C:36]([O:35][CH2:28][C:29]3[CH:34]=[CH:33][CH:32]=[CH:31][CH:30]=3)=[O:37])=[CH:44][CH:43]=2)[CH2:10][CH2:9]1)=[O:7])([CH3:4])([CH3:3])[CH3:2], predict the reactants needed to synthesize it. The reactants are: [C:1]([O:5][C:6]([N:8]1[CH2:13][CH:12]=[C:11](OS(C(F)(F)F)(=O)=O)[CH2:10][CH2:9]1)=[O:7])([CH3:4])([CH3:3])[CH3:2].C(=O)([O-])[O-].[K+].[K+].[CH2:28]([O:35][C:36]([NH:38][C:39]1[CH:44]=[CH:43][C:42](OB(O)O)=[CH:41][CH:40]=1)=[O:37])[C:29]1[CH:34]=[CH:33][CH:32]=[CH:31][CH:30]=1.